From a dataset of Full USPTO retrosynthesis dataset with 1.9M reactions from patents (1976-2016). Predict the reactants needed to synthesize the given product. Given the product [Cl:1][C:2]1[CH:3]=[C:4]([N:13]2[C:14]3[CH:19]=[C:18]([F:20])[C:17]([C:21]#[N:22])=[CH:16][C:15]=3[N:23]=[C:24]2[C:25]([F:28])([F:27])[F:26])[CH:5]=[N:6][C:7]=1[O:8][CH2:9][CH:10]([CH3:12])[CH3:11], predict the reactants needed to synthesize it. The reactants are: [Cl:1][C:2]1[CH:3]=[C:4]([NH:13][C:14]2[CH:19]=[C:18]([F:20])[C:17]([C:21]#[N:22])=[CH:16][C:15]=2[NH:23][C:24](=O)[C:25]([F:28])([F:27])[F:26])[CH:5]=[N:6][C:7]=1[O:8][CH2:9][CH:10]([CH3:12])[CH3:11].CC1C=CC(S(O)(=O)=O)=CC=1.